Regression. Given a peptide amino acid sequence and an MHC pseudo amino acid sequence, predict their binding affinity value. This is MHC class II binding data. From a dataset of Peptide-MHC class II binding affinity with 134,281 pairs from IEDB. (1) The peptide sequence is PAEILRKSRRFAQALPVWAR. The MHC is DRB1_1101 with pseudo-sequence DRB1_1101. The binding affinity (normalized) is 0.724. (2) The peptide sequence is YDKFLANMSTVLTGK. The MHC is DRB1_0405 with pseudo-sequence DRB1_0405. The binding affinity (normalized) is 0.712. (3) The peptide sequence is YVYEPFPKEVWEQIF. The MHC is DRB4_0101 with pseudo-sequence DRB4_0103. The binding affinity (normalized) is 0.208. (4) The peptide sequence is HPQDGDALTLRTATN. The MHC is DRB5_0101 with pseudo-sequence DRB5_0101. The binding affinity (normalized) is 0.231. (5) The peptide sequence is SWYQQALGQGPQFIFQYYEE. The MHC is DRB1_1501 with pseudo-sequence DRB1_1501. The binding affinity (normalized) is 0.149. (6) The peptide sequence is EEFVAEFDLPGIK. The MHC is DRB1_0404 with pseudo-sequence DRB1_0404. The binding affinity (normalized) is 0.686. (7) The peptide sequence is GPATPAAPAAGYTPA. The MHC is HLA-DQA10301-DQB10302 with pseudo-sequence HLA-DQA10301-DQB10302. The binding affinity (normalized) is 0.246. (8) The peptide sequence is VALTLTSYLGLTQPF. The MHC is DRB4_0103 with pseudo-sequence DRB4_0103. The binding affinity (normalized) is 0.563.